Dataset: Full USPTO retrosynthesis dataset with 1.9M reactions from patents (1976-2016). Task: Predict the reactants needed to synthesize the given product. (1) Given the product [CH2:1]([S:3]([N:6]1[CH2:7][CH2:8][CH:9]([C:12]2[C:20]3[C:15](=[C:16]([C:30]([NH2:32])=[O:31])[CH:17]=[C:18]([C:40]4[CH:41]=[C:42]([C:45](=[O:49])[CH:46]([CH3:48])[CH3:47])[S:43][CH:44]=4)[CH:19]=3)[NH:14][CH:13]=2)[CH2:10][CH2:11]1)(=[O:5])=[O:4])[CH3:2], predict the reactants needed to synthesize it. The reactants are: [CH2:1]([S:3]([N:6]1[CH2:11][CH2:10][CH:9]([C:12]2[C:20]3[C:15](=[C:16]([C:30]([NH2:32])=[O:31])[CH:17]=[C:18](B4OC(C)(C)C(C)(C)O4)[CH:19]=3)[NH:14][CH:13]=2)[CH2:8][CH2:7]1)(=[O:5])=[O:4])[CH3:2].C(=O)([O-])[O-].[K+].[K+].Br[C:40]1[CH:41]=[C:42]([C:45](=[O:49])[CH:46]([CH3:48])[CH3:47])[S:43][CH:44]=1. (2) Given the product [CH2:27]([NH:34][C:23](=[O:24])[CH2:22][C:19]1[CH:18]=[CH:17][C:16]([C:13]2[CH:14]=[CH:15][C:10]([O:9][CH2:8][CH2:7][N:4]3[CH2:3][CH2:2][O:1][CH2:6][CH2:5]3)=[CH:11][CH:12]=2)=[CH:21][N:20]=1)[C:28]1[CH:33]=[CH:32][CH:31]=[CH:30][CH:29]=1, predict the reactants needed to synthesize it. The reactants are: [O:1]1[CH2:6][CH2:5][N:4]([CH2:7][CH2:8][O:9][C:10]2[CH:15]=[CH:14][C:13]([C:16]3[CH:17]=[CH:18][C:19]([CH2:22][C:23](OC)=[O:24])=[N:20][CH:21]=3)=[CH:12][CH:11]=2)[CH2:3][CH2:2]1.[CH2:27]([NH2:34])[C:28]1[CH:33]=[CH:32][CH:31]=[CH:30][CH:29]=1.C1(OC)C=CC=CC=1.